Task: Predict the reaction yield, written as a fraction of the theoretical maximum amount of product (1.0 means a 100% yield; for example, 0.34 means a 34% yield).. Dataset: Reaction yield outcomes from USPTO patents with 853,638 reactions (1) The reactants are Cl[C:2]1[C:7]2=[CH:8][C:9]([C:11]3[CH:16]=[CH:15][N:14]=[C:13]([N:17]4[CH2:22][CH2:21][O:20][CH2:19][CH2:18]4)[CH:12]=3)=[CH:10][N:6]2[N:5]=[CH:4][N:3]=1.[F:23][C:24]1[CH:29]=[C:28]([N+:30]([O-:32])=[O:31])[CH:27]=[CH:26][C:25]=1[OH:33].C1N2CCN(CC2)C1. The catalyst is CC#N. The product is [F:23][C:24]1[CH:29]=[C:28]([N+:30]([O-:32])=[O:31])[CH:27]=[CH:26][C:25]=1[O:33][C:2]1[C:7]2=[CH:8][C:9]([C:11]3[CH:16]=[CH:15][N:14]=[C:13]([N:17]4[CH2:22][CH2:21][O:20][CH2:19][CH2:18]4)[CH:12]=3)=[CH:10][N:6]2[N:5]=[CH:4][N:3]=1. The yield is 0.330. (2) The reactants are I[CH2:2][O:3][C:4](=[O:9])[C:5]([CH3:8])([CH3:7])[CH3:6].[Cl:10][C:11]1[CH:12]=[C:13]([CH:22]=[CH:23][C:24]=1[Cl:25])[C:14]([C@H:16]1[CH2:18][C@@H:17]1[C:19]([O-:21])=[O:20])=[O:15].[Na+].C(=O)([O-])[O-].[K+].[K+]. The catalyst is CN(C=O)C. The product is [CH3:6][C:5]([CH3:8])([CH3:7])[C:4]([O:3][CH2:2][O:21][C:19]([C@H:17]1[CH2:18][C@@H:16]1[C:14]([C:13]1[CH:22]=[CH:23][C:24]([Cl:25])=[C:11]([Cl:10])[CH:12]=1)=[O:15])=[O:20])=[O:9]. The yield is 0.290. (3) The reactants are N.P(OCC)(OCC)(O[C:5]1[CH:10]=[CH:9][C:8]([CH3:11])=[CH:7][C:6]=1[C:12]([CH3:15])([CH3:14])[CH3:13])=O.[Li]. The catalyst is CCOCC. The product is [C:12]([C:6]1[CH:5]=[CH:10][CH:9]=[C:8]([CH3:11])[CH:7]=1)([CH3:15])([CH3:14])[CH3:13]. The yield is 0.910. (4) The catalyst is C(Cl)(Cl)Cl.C(OCC)(=O)C. The reactants are [OH:1][C@@H:2]([C@@H:11]([NH:16][C:17](=[O:40])[O:18][C@H:19]([C:25]1[O:26][C:27]([C:30]2[CH:35]=[CH:34][C:33]([C:36]([F:39])([F:38])[F:37])=[CH:32][CH:31]=2)=[N:28][N:29]=1)[C:20]([CH3:24])([CH3:23])[CH2:21][CH3:22])[CH2:12][CH2:13][CH2:14][CH3:15])[C:3](=[O:10])[NH:4][C:5]1[NH:9][N:8]=[CH:7][CH:6]=1.O[C@H]([C@@H](NC(=O)O[C@H](C1OC(C2C=CC(C(F)(F)F)=CC=2)=NN=1)C(C)(C)CC)CCCC)C(=O)NC1NN=CC=1.CC(OI1(OC(C)=O)(OC(C)=O)OC(=O)C2C=CC=CC1=2)=O.S(S([O-])=O)([O-])(=O)=O.[Na+].[Na+].C(=O)(O)[O-].[Na+]. The yield is 0.590. The product is [O:10]=[C:3]([NH:4][C:5]1[NH:9][N:8]=[CH:7][CH:6]=1)[C:2]([C@@H:11]([NH:16][C:17](=[O:40])[O:18][C@H:19]([C:25]1[O:26][C:27]([C:30]2[CH:31]=[CH:32][C:33]([C:36]([F:38])([F:39])[F:37])=[CH:34][CH:35]=2)=[N:28][N:29]=1)[C:20]([CH3:24])([CH3:23])[CH2:21][CH3:22])[CH2:12][CH2:13][CH2:14][CH3:15])=[O:1]. (5) The reactants are FC(F)(F)C(O)=O.[NH2:8][C:9](=[O:50])[CH:10]([C:12]1[CH:49]=[CH:48][CH:47]=[CH:46][C:13]=1[CH2:14][CH2:15][C:16]1[C:21]([C:22]([F:25])([F:24])[F:23])=[CH:20][N:19]=[C:18]([NH:26][C:27]2[CH:32]=[CH:31][C:30]([CH:33]3[CH2:38][CH2:37][N:36](C(OC(C)(C)C)=O)[CH2:35][CH2:34]3)=[CH:29][CH:28]=2)[N:17]=1)[CH3:11].C1CCCCC1. The catalyst is C(Cl)Cl.CCOC(C)=O. The product is [NH:36]1[CH2:37][CH2:38][CH:33]([C:30]2[CH:29]=[CH:28][C:27]([NH:26][C:18]3[N:17]=[C:16]([CH2:15][CH2:14][C:13]4[CH:46]=[CH:47][CH:48]=[CH:49][C:12]=4[CH:10]([CH3:11])[C:9]([NH2:8])=[O:50])[C:21]([C:22]([F:25])([F:24])[F:23])=[CH:20][N:19]=3)=[CH:32][CH:31]=2)[CH2:34][CH2:35]1. The yield is 0.470. (6) The reactants are [CH3:1][O:2][C:3]1[C:4]([CH3:38])=[C:5]([C:29]([O:36][CH3:37])=[C:30]([O:34][CH3:35])[C:31]=1[O:32][CH3:33])[CH2:6][C:7]1[CH:8]=[CH:9][C:10]([O:21]CC2C=CC=CC=2)=[C:11]([CH:20]=1)[C:12]([N:14]1[CH2:19][CH2:18][O:17][CH2:16][CH2:15]1)=[O:13].[H][H]. The catalyst is C(O)C.[Pd]. The product is [CH3:1][O:2][C:3]1[C:4]([CH3:38])=[C:5]([C:29]([O:36][CH3:37])=[C:30]([O:34][CH3:35])[C:31]=1[O:32][CH3:33])[CH2:6][C:7]1[CH:8]=[CH:9][C:10]([OH:21])=[C:11]([CH:20]=1)[C:12]([N:14]1[CH2:15][CH2:16][O:17][CH2:18][CH2:19]1)=[O:13]. The yield is 0.960. (7) The reactants are C(N(CC)CC)C.[C:8]([NH:15][CH2:16][C:17](=[O:23])[CH2:18][CH2:19][C:20]([OH:22])=[O:21])([O:10][C:11]([CH3:14])([CH3:13])[CH3:12])=[O:9].Br[CH2:25][C:26]([O:28][C:29]([CH3:32])([CH3:31])[CH3:30])=[O:27].Cl. The catalyst is C(OCC)(=O)C. The product is [C:8]([NH:15][CH2:16][C:17](=[O:23])[CH2:18][CH2:19][C:20]([O:22][CH2:25][C:26]([O:28][C:29]([CH3:32])([CH3:31])[CH3:30])=[O:27])=[O:21])([O:10][C:11]([CH3:14])([CH3:13])[CH3:12])=[O:9]. The yield is 0.890.